Predict which catalyst facilitates the given reaction. From a dataset of Catalyst prediction with 721,799 reactions and 888 catalyst types from USPTO. (1) Reactant: Br[C:2]1[CH:7]=[C:6]([F:8])[C:5]([N+:9]([O-:11])=[O:10])=[CH:4][C:3]=1[F:12].[C:13]([Cu])#[N:14]. Product: [F:12][C:3]1[CH:4]=[C:5]([N+:9]([O-:11])=[O:10])[C:6]([F:8])=[CH:7][C:2]=1[C:13]#[N:14]. The catalyst class is: 3. (2) Reactant: C[O:2][C:3]1[CH:12]=[C:11]2[C:6]([C:7](=[O:24])[C:8]([C:14]3[CH:23]=[CH:22][C:17]([C:18]([O:20]C)=[O:19])=[CH:16][CH:15]=3)=[C:9]([CH3:13])[S:10]2)=[CH:5][CH:4]=1.B(Br)(Br)Br.Cl. Product: [OH:2][C:3]1[CH:12]=[C:11]2[C:6]([C:7](=[O:24])[C:8]([C:14]3[CH:23]=[CH:22][C:17]([C:18]([OH:20])=[O:19])=[CH:16][CH:15]=3)=[C:9]([CH3:13])[S:10]2)=[CH:5][CH:4]=1. The catalyst class is: 2. (3) Reactant: [CH3:1][C:2]1[C:3]([C:13]2[O:14][CH:15]=[CH:16][N:17]=2)=[C:4]([CH:10]=[CH:11][CH:12]=1)[C:5]([O:7]CC)=[O:6].[OH-].[Na+]. Product: [CH3:1][C:2]1[C:3]([C:13]2[O:14][CH:15]=[CH:16][N:17]=2)=[C:4]([CH:10]=[CH:11][CH:12]=1)[C:5]([OH:7])=[O:6]. The catalyst class is: 5. (4) Reactant: [C:1]1([N:7]2[C:12](=[O:13])[C:11]3[S:14][CH:15]=[C:16]([C:17]4[CH:22]=[CH:21][CH:20]=[CH:19][CH:18]=4)[C:10]=3[N:9]=[CH:8]2)[CH:6]=[CH:5][CH:4]=[CH:3][CH:2]=1.NC1C(C2C=CC=C(OC)C=2)=CSC=1C([O:39][CH3:40])=O.C(OCC)(OCC)OCC.[Cl:51]C1C=CC(N)=CC=1. Product: [Cl:51][C:4]1[CH:5]=[CH:6][C:1]([N:7]2[C:12](=[O:13])[C:11]3[S:14][CH:15]=[C:16]([C:17]4[CH:18]=[CH:19][CH:20]=[C:21]([O:39][CH3:40])[CH:22]=4)[C:10]=3[N:9]=[CH:8]2)=[CH:2][CH:3]=1. The catalyst class is: 15. (5) Product: [Br:2][C:3]1[CH:4]=[C:5]([CH:9]=[C:32]2[CH2:37][CH2:36][N:35]([C:38]([O:40][C:41]([CH3:44])([CH3:43])[CH3:42])=[O:39])[CH2:34][CH2:33]2)[CH:6]=[CH:7][CH:8]=1. Reactant: [Br-].[Br:2][C:3]1[CH:4]=[C:5]([CH2:9][P+](C2C=CC=CC=2)(C2C=CC=CC=2)C2C=CC=CC=2)[CH:6]=[CH:7][CH:8]=1.[H-].[Na+].O=[C:32]1[CH2:37][CH2:36][N:35]([C:38]([O:40][C:41]([CH3:44])([CH3:43])[CH3:42])=[O:39])[CH2:34][CH2:33]1. The catalyst class is: 215.